This data is from NCI-60 drug combinations with 297,098 pairs across 59 cell lines. The task is: Regression. Given two drug SMILES strings and cell line genomic features, predict the synergy score measuring deviation from expected non-interaction effect. Drug 1: CN(C)C1=NC(=NC(=N1)N(C)C)N(C)C. Drug 2: CC1CCC2CC(C(=CC=CC=CC(CC(C(=O)C(C(C(=CC(C(=O)CC(OC(=O)C3CCCCN3C(=O)C(=O)C1(O2)O)C(C)CC4CCC(C(C4)OC)OCCO)C)C)O)OC)C)C)C)OC. Cell line: 786-0. Synergy scores: CSS=10.6, Synergy_ZIP=-0.498, Synergy_Bliss=-2.42, Synergy_Loewe=-18.9, Synergy_HSA=-4.77.